From a dataset of Experimentally validated miRNA-target interactions with 360,000+ pairs, plus equal number of negative samples. Binary Classification. Given a miRNA mature sequence and a target amino acid sequence, predict their likelihood of interaction. (1) The miRNA is mmu-miR-1b-5p with sequence UACAUACUUCUUUACAUUCCA. The protein sequence of the target gene is MWSGLLPPGLNESDAESNSEDEATLENSGLNLQEDKEDESIRKTEIIDFSTDEPKTETESNVNAYEECPSGIPIDMWNKFQELHKKHSEQKSTTSRFRGKRRKRSRKDKLKNEKELHSEPSSNETQWKELTQYFGVNDRFDPPVKRKKVEKSGLEKRIDQAVEEWNIEKAEELSNQLATRELGVKIAKAVACHNFVKAKKEVENSQAARKKKKLAWGFEAKKRWETKSNMGYM. Result: 0 (no interaction). (2) The miRNA is hsa-miR-548aj-5p with sequence UGCAAAAGUAAUUGCAGUUUUUG. The protein sequence of the target gene is MKCHYEALGVRRDASEEELKKAYRKLALKWHPDKNLDNAAEAAEQFKLIQAAYDVLSDPQERAWYDNHREALLKGGFDGEYQDDSLDLLRYFTVTCYSGYGDDEKGFYTVYRNVFEMIAKEELESVLEEEVDDFPTFGDSQSDYDTVVHPFYAYWQSFCTQKNFAWKEEYDTRQASNRWEKRAMEKENKKIRDKARKEKNELVRQLVAFIRKRDKRVQAHRKLVEEQNAEKARKAEEMRRQQKLKQAKLVEQYREQSWMTMANLEKELQEMEARYEKEFGDGSDENEMEEHELKDEEDGK.... Result: 1 (interaction). (3) The miRNA is hsa-miR-29b-3p with sequence UAGCACCAUUUGAAAUCAGUGUU. The protein sequence of the target gene is MEAARPSGSWNGALCRLLLLTLAILIFASDACKNVTLHVPSKLDAEKLVGRVNLKECFTAANLIHSSDPDFQILEDGSVYTTNTILLSSEKRSFTILLSNTENQEKKKIFVFLEHQTKVLKKRHTKEKVLRRAKRRWAPIPCSMLENSLGPFPLFLQQVQSDTAQNYTIYYSIRGPGVDQEPRNLFYVERDTGNLYCTRPVDREQYESFEIIAFATTPDGYTPELPLPLIIKIEDENDNYPIFTEETYTFTIFENCRVGTTVGQVCATDKDEPDTMHTRLKYSIIGQVPPSPTLFSMHPT.... Result: 1 (interaction). (4) The miRNA is mmu-miR-669e-5p with sequence UGUCUUGUGUGUGCAUGUUCAU. The protein sequence of the target gene is MSLRRHIGNPEYLMKRIPQNPRYQHIKSRLDTGNSMTKYTEKLEEIKKNYRYKKDELFKRLKVTTFAQLIIQVASLSDQTLEVTAEEIQRLEDNDSAASDPDAETTARTNGKGNPGEQSPSPEQFINNAGAGDSSRSTLQSVISGVGELDLDKGPVKKAEPHTKDKPYPDCPFLLLDVRDRDSYQQCHIVGAYSYPIATLSRTMNPYSNDILEYKNAHGKIIILYDDDERLASQAATTMCERGFENLFMLSGGLKVLAQKFPEGLITGSLPASCQQALPPGSARKRSSPKGPPLPAENKW.... Result: 0 (no interaction). (5) The miRNA is hsa-miR-4533 with sequence UGGAAGGAGGUUGCCGGACGCU. The protein sequence of the target gene is MESYDVIANQPVVIDNGSGVIKAGFAGDQIPKYCFPNYVGRPKHVRVMAGALEGDIFIGPKAEEHRGLLSIRYPMEHGIVKDWNDMERIWQYVYSKDQLQTFSEEHPVLLTEAPLNPRKNRERAAEVFFETFNVPALFISMQAVLSLYATGRTTGVVLDSGDGVTHAVPIYEGFAMPHSIMRIDIAGRDVSRFLRLYLRKEGYDFHSSSEFEIVKAIKERACYLSINPQKDETLETEKAQYYLPDGSTIEIGPSRFRAPELLFRPDLIGEESEGIHEVLVFAIQKSDMDLRRTLFSNIVL.... Result: 0 (no interaction). (6) The miRNA is hsa-miR-6752-3p with sequence UCCCUGCCCCCAUACUCCCAG. The protein sequence of the target gene is MDYPKMDYFLDVESAHRLLDVESAQRFFYSQGAQARRATLLLPPTLMAASSEDDIDRRPIRRVRSKSDTPYLAEARISFNLGAAEEVERLAAMRSDSLVPGTHTPPIRRRSKFANLGRIFKPWKWRKKKSEKFKHTSAALERKISMRQSREELIKRGVLKEIYDKDGELSISNEDDSLENGQSLSSSQLSLPALSEMEPVPMPRDPCSYEVLQASDIMDGPDPGAPVKLPCLPVKLSPPLPPKKVLICMPVGGPELTLASYAAQKSSQQAVAQHHHTVLPSQMQHQLQYGSHGQHLPSST.... Result: 0 (no interaction). (7) The miRNA is hsa-miR-377-5p with sequence AGAGGUUGCCCUUGGUGAAUUC. The protein sequence of the target gene is MAMQMQLEANADTSVEEESFGPQPISRLEQCGINANDVKKLEEAGFHTVEAVAYAPKKELINIKGISEAKADKILAEAAKLVPMGFTTATEFHQRRSEIIQITTGSKELDKLLQGGIETGSITEMFGEFRTGKTQICHTLAVTCQLPIDRGGGEGKAMYIDTEGTFRPERLLAVAERYGLSGSDVLDNVAYARAFNTDHQTQLLYQASAMMVESRYALLIVDSATALYRTDYSGRGELSARQMHLARFLRMLLRLADEFGVAVVITNQVVAQVDGAAMFAADPKKPIGGNIIAHASTTRL.... Result: 1 (interaction).